From a dataset of Full USPTO retrosynthesis dataset with 1.9M reactions from patents (1976-2016). Predict the reactants needed to synthesize the given product. (1) Given the product [C:20]([O:19][C:17]([N:14]1[CH2:15][CH2:16][CH:11]([CH2:10][CH2:9][N:8]2[C@H:3]([C:4]([O:6][CH3:7])=[O:5])[CH2:2][O:1][C:24]2=[O:25])[CH2:12][CH2:13]1)=[O:18])([CH3:23])([CH3:22])[CH3:21], predict the reactants needed to synthesize it. The reactants are: [OH:1][CH2:2][C@H:3]([NH:8][CH2:9][CH2:10][CH:11]1[CH2:16][CH2:15][N:14]([C:17]([O:19][C:20]([CH3:23])([CH3:22])[CH3:21])=[O:18])[CH2:13][CH2:12]1)[C:4]([O:6][CH3:7])=[O:5].[C:24](N1C=CN=C1)(N1C=CN=C1)=[O:25].O. (2) Given the product [CH3:1][O:2][C:3]([C:5]1[N:6]([CH2:23][C:24]2[CH:25]=[CH:26][C:27]([C:30]([OH:32])=[O:31])=[CH:28][CH:29]=2)[C:7](=[O:22])[C:8]2[C:13]([C:14]=1[C:15]1[CH:16]=[CH:17][CH:18]=[CH:19][CH:20]=1)=[CH:12][C:11]([Br:21])=[CH:10][CH:9]=2)=[O:4], predict the reactants needed to synthesize it. The reactants are: [CH3:1][O:2][C:3]([C:5]1[N:6]([CH2:23][C:24]2[CH:29]=[CH:28][C:27]([C:30]([O:32]C)=[O:31])=[CH:26][CH:25]=2)[C:7](=[O:22])[C:8]2[C:13]([C:14]=1[C:15]1[CH:20]=[CH:19][CH:18]=[CH:17][CH:16]=1)=[CH:12][C:11]([Br:21])=[CH:10][CH:9]=2)=[O:4].[OH-].[Na+]. (3) The reactants are: [CH3:1][CH:2]1[CH2:10][C:9]2[C:4](=[CH:5][CH:6]=[CH:7][CH:8]=2)[N:3]1C=O.[CH:13]1([NH2:23])[C:22]2[C:17](=[CH:18][CH:19]=[CH:20][CH:21]=2)[CH2:16][CH2:15][CH2:14]1.[CH3:24]O. Given the product [CH3:1][CH:2]1[CH2:10][C:9]2[C:4](=[C:5]([CH:24]=[N:23][CH:13]3[C:22]4[C:17](=[CH:18][CH:19]=[CH:20][CH:21]=4)[CH2:16][CH2:15][CH2:14]3)[CH:6]=[CH:7][CH:8]=2)[NH:3]1, predict the reactants needed to synthesize it. (4) The reactants are: [Cl:1][C:2]1[CH:3]=[C:4]2[N:30]([CH2:31][O:32][CH2:33][CH2:34][Si:35]([CH3:38])([CH3:37])[CH3:36])[C:29]([O:39][C@@H:40]3[CH2:44][O:43][C@@H:42]4[C@H:45]([OH:48])[CH2:46][O:47][C@H:41]34)=[N:28][C:5]2=[N:6][C:7]=1[C:8]1[CH:13]=[CH:12][C:11]([CH:14]2[CH2:19][CH2:18][S:17](=[N:21]C(=O)C(F)(F)F)(=[O:20])[CH2:16][CH2:15]2)=[CH:10][CH:9]=1.C(=O)([O-])[O-].[K+].[K+]. Given the product [Cl:1][C:2]1[CH:3]=[C:4]2[N:30]([CH2:31][O:32][CH2:33][CH2:34][Si:35]([CH3:38])([CH3:36])[CH3:37])[C:29]([O:39][C@H:40]3[C@H:41]4[O:47][CH2:46][C@@H:45]([OH:48])[C@H:42]4[O:43][CH2:44]3)=[N:28][C:5]2=[N:6][C:7]=1[C:8]1[CH:13]=[CH:12][C:11]([CH:14]2[CH2:19][CH2:18][S:17](=[NH:21])(=[O:20])[CH2:16][CH2:15]2)=[CH:10][CH:9]=1, predict the reactants needed to synthesize it. (5) Given the product [OH:8][CH2:9][CH2:10][O:11][C:12]1[C:13]([CH3:21])=[CH:14][C:15]([C:16]2[N:27]([C:28]3[CH:37]=[CH:36][C:31]([C:32]([O:34][CH3:35])=[O:33])=[CH:30][CH:29]=3)[C:25](=[O:26])[C:24]3[C:23](=[CH:41][CH:40]=[CH:39][CH:38]=3)[N:22]=2)=[CH:18][C:19]=1[CH3:20], predict the reactants needed to synthesize it. The reactants are: [Si]([O:8][CH2:9][CH2:10][O:11][C:12]1[C:19]([CH3:20])=[CH:18][C:15]([CH:16]=O)=[CH:14][C:13]=1[CH3:21])(C(C)(C)C)(C)C.[NH2:22][C:23]1[CH:41]=[CH:40][CH:39]=[CH:38][C:24]=1[C:25]([NH:27][C:28]1[CH:37]=[CH:36][C:31]([C:32]([O:34][CH3:35])=[O:33])=[CH:30][CH:29]=1)=[O:26]. (6) The reactants are: [F:1][C:2]1[C:3]([C:19]2[CH:24]=[C:23]([F:25])[CH:22]=[CH:21][C:20]=2[O:26][CH3:27])=[C:4]2[CH:10]=[C:9]([C:11]3[CH2:12][CH:13]4[CH2:17][NH:16][CH2:15][CH:14]4[CH:18]=3)[NH:8][C:5]2=[N:6][CH:7]=1.Cl[CH2:29][C:30]([N:32]([CH3:34])[CH3:33])=[O:31].C(N(CC)CC)C.O. Given the product [F:1][C:2]1[C:3]([C:19]2[CH:24]=[C:23]([F:25])[CH:22]=[CH:21][C:20]=2[O:26][CH3:27])=[C:4]2[CH:10]=[C:9]([C:11]3[CH2:12][CH:13]4[CH2:17][N:16]([CH2:29][C:30]([N:32]([CH3:34])[CH3:33])=[O:31])[CH2:15][CH:14]4[CH:18]=3)[NH:8][C:5]2=[N:6][CH:7]=1, predict the reactants needed to synthesize it. (7) Given the product [CH3:1][C:2]1[CH:11]=[CH:10][C:9]2[C:4](=[CH:5][CH:6]=[CH:7][C:8]=2[O:12][CH2:13][CH2:14][N:15]2[CH2:16][CH2:17][CH:18]([CH2:21][C:22]3[CH:23]=[C:24]([CH:28]=[CH:29][CH:30]=3)[C:25]([NH:31][C:32]3[CH:37]=[CH:36][CH:35]=[CH:34][CH:33]=3)=[O:26])[CH2:19][CH2:20]2)[N:3]=1, predict the reactants needed to synthesize it. The reactants are: [CH3:1][C:2]1[CH:11]=[CH:10][C:9]2[C:4](=[CH:5][CH:6]=[CH:7][C:8]=2[O:12][CH2:13][CH2:14][N:15]2[CH2:20][CH2:19][CH:18]([CH2:21][C:22]3[CH:23]=[C:24]([CH:28]=[CH:29][CH:30]=3)[C:25](O)=[O:26])[CH2:17][CH2:16]2)[N:3]=1.[NH2:31][C:32]1[CH:37]=[CH:36][CH:35]=[CH:34][CH:33]=1. (8) Given the product [C:29]([C:26]1[CH:27]=[CH:28][C:23]([N:22]2[C:18]([C:15]3[C:14](=[O:31])[N:13]([CH3:32])[C:12](=[O:33])[N:11]([C:7]4[CH:6]=[C:5]([CH:10]=[CH:9][CH:8]=4)[C:41]([OH:37])=[O:35])[C:16]=3[CH3:17])=[CH:19][CH:20]=[N:21]2)=[CH:24][CH:25]=1)#[N:30], predict the reactants needed to synthesize it. The reactants are: COC(=O)C[C:5]1[CH:10]=[CH:9][CH:8]=[C:7]([N:11]2[C:16]([CH3:17])=[C:15]([C:18]3[N:22]([C:23]4[CH:28]=[CH:27][C:26]([C:29]#[N:30])=[CH:25][CH:24]=4)[N:21]=[CH:20][CH:19]=3)[C:14](=[O:31])[N:13]([CH3:32])[C:12]2=[O:33])[CH:6]=1.[OH-:35].[Na+].[O:37]1[CH2:41]CCC1. (9) The reactants are: [CH3:1][C:2]1[CH:3]=[C:4]([OH:9])[C:5](=[CH:7][CH:8]=1)[OH:6].Br[CH2:11][CH2:12]Br.C([O-])([O-])=O.[K+].[K+]. Given the product [CH3:1][C:2]1[CH:8]=[CH:7][C:5]2[O:6][CH2:11][CH2:12][O:9][C:4]=2[CH:3]=1, predict the reactants needed to synthesize it.